This data is from Full USPTO retrosynthesis dataset with 1.9M reactions from patents (1976-2016). The task is: Predict the reactants needed to synthesize the given product. (1) Given the product [Cl:1][C:2]1[CH:3]=[C:4]([NH:17][C:18]2[CH:32]=[CH:31][CH:30]=[CH:29][C:19]=2[CH2:20][P:21](=[O:22])([OH:28])[OH:25])[CH:5]=[CH:6][C:7]=1[C:8]([C:10]1[CH:15]=[CH:14][CH:13]=[CH:12][C:11]=1[CH3:16])=[O:9], predict the reactants needed to synthesize it. The reactants are: [Cl:1][C:2]1[CH:3]=[C:4]([NH:17][C:18]2[CH:32]=[CH:31][CH:30]=[CH:29][C:19]=2[CH2:20][P:21](=[O:28])([O:25]CC)[O:22]CC)[CH:5]=[CH:6][C:7]=1[C:8]([C:10]1[CH:15]=[CH:14][CH:13]=[CH:12][C:11]=1[CH3:16])=[O:9].C[Si](Br)(C)C. (2) Given the product [OH:12][CH2:11][C:8]1[CH:7]=[C:6]([CH3:13])[C:5]([C:1]#[N:2])=[N:10][CH:9]=1, predict the reactants needed to synthesize it. The reactants are: [C:1]([Cu])#[N:2].Cl[C:5]1[N:10]=[CH:9][C:8]([CH2:11][OH:12])=[CH:7][C:6]=1[CH3:13].CC(OC)(C)C.N. (3) Given the product [CH:2]([C:3]1[S:7][C:6]([CH3:8])=[C:5]([N:9]([CH3:18])[S:10]([C:13]2[S:14][CH:15]=[CH:16][CH:17]=2)(=[O:11])=[O:12])[CH:4]=1)=[O:1], predict the reactants needed to synthesize it. The reactants are: [OH:1][CH2:2][C:3]1[S:7][C:6]([CH3:8])=[C:5]([N:9]([CH3:18])[S:10]([C:13]2[S:14][CH:15]=[CH:16][CH:17]=2)(=[O:12])=[O:11])[CH:4]=1.